Task: Predict the reactants needed to synthesize the given product.. Dataset: Full USPTO retrosynthesis dataset with 1.9M reactions from patents (1976-2016) (1) Given the product [Cl:1][C:2]1[CH:3]=[C:4]2[C:8](=[CH:9][CH:10]=1)[N:7]([CH2:11][CH2:12][CH2:13][C:14]#[N:15])[C:6]([C:16]([OH:18])=[O:17])=[CH:5]2, predict the reactants needed to synthesize it. The reactants are: [Cl:1][C:2]1[CH:3]=[C:4]2[C:8](=[CH:9][CH:10]=1)[N:7]([CH2:11][CH2:12][CH2:13][C:14]#[N:15])[C:6]([C:16]([O:18]CC)=[O:17])=[CH:5]2.[OH-].[Li+]. (2) Given the product [CH2:14]([N:3]([CH2:4][C:5]1[CH:10]=[CH:9][N:8]=[C:7]([F:11])[C:6]=1[CH2:12][NH:13][C:27]([C:22]1[CH:21]=[N:20][C:19]2[C:24](=[CH:25][CH:26]=[C:17]([I:16])[CH:18]=2)[N:23]=1)=[O:28])[CH2:1][CH3:2])[CH3:15], predict the reactants needed to synthesize it. The reactants are: [CH2:1]([N:3]([CH2:14][CH3:15])[CH2:4][C:5]1[CH:10]=[CH:9][N:8]=[C:7]([F:11])[C:6]=1[CH2:12][NH2:13])[CH3:2].[I:16][C:17]1[CH:18]=[C:19]2[C:24](=[CH:25][CH:26]=1)[N:23]=[C:22]([C:27](OCC)=[O:28])[CH:21]=[N:20]2.C(N(CCNC(C1C=NC2C(=CC=C(I)C=2)N=1)=O)CCOC1C(F)=NC=CC=1)C. (3) Given the product [CH2:22]([O:24][C:25]([C:14]1[C:15]([Cl:20])=[N:16][C:17]2[C:12]([C:13]=1[Cl:21])=[CH:11][C:10]([Br:9])=[CH:19][CH:18]=2)=[O:26])[CH3:23], predict the reactants needed to synthesize it. The reactants are: [Li+].CC([N-]C(C)C)C.[Br:9][C:10]1[CH:11]=[C:12]2[C:17](=[CH:18][CH:19]=1)[N:16]=[C:15]([Cl:20])[CH:14]=[C:13]2[Cl:21].[CH2:22]([O:24][C:25](Cl)=[O:26])[CH3:23]. (4) Given the product [CH:1]1([C:4]2[CH:8]=[CH:7][S:6][C:5]=2[CH2:9][N:10]2[C:15]3[N:16]=[C:17]([S:20]([CH3:21])=[O:31])[N:18]=[CH:19][C:14]=3[CH:13]=[CH:12][C:11]2=[O:22])[CH2:2][CH2:3]1, predict the reactants needed to synthesize it. The reactants are: [CH:1]1([C:4]2[CH:8]=[CH:7][S:6][C:5]=2[CH2:9][N:10]2[C:15]3[N:16]=[C:17]([S:20][CH3:21])[N:18]=[CH:19][C:14]=3[CH:13]=[CH:12][C:11]2=[O:22])[CH2:3][CH2:2]1.ClC1C=CC=C(C(OO)=[O:31])C=1. (5) Given the product [O:12]=[C:10]([CH2:9][C:3]1[CH:4]=[CH:5][CH:6]=[CH:7][CH:8]=1)[CH2:15][C:14]#[N:16], predict the reactants needed to synthesize it. The reactants are: [H-].[Na+].[C:3]1([CH2:9][C:10]([O:12]C)=O)[CH:8]=[CH:7][CH:6]=[CH:5][CH:4]=1.[C:14](#[N:16])[CH3:15]. (6) The reactants are: [F:1][C:2]1[CH:3]=[C:4]([CH:8]=[CH:9][C:10]=1[C:11]1[S:12][C:13]2[C:18]([N:19]=1)=[CH:17][CH:16]=[C:15]([C:20]1([C:23]3[CH:28]=[CH:27][CH:26]=[CH:25][CH:24]=3)[CH2:22][CH2:21]1)[N:14]=2)[C:5](O)=[O:6].[OH-].[NH4+:30]. Given the product [F:1][C:2]1[CH:3]=[C:4]([CH:8]=[CH:9][C:10]=1[C:11]1[S:12][C:13]2[C:18]([N:19]=1)=[CH:17][CH:16]=[C:15]([C:20]1([C:23]3[CH:28]=[CH:27][CH:26]=[CH:25][CH:24]=3)[CH2:22][CH2:21]1)[N:14]=2)[C:5]([NH2:30])=[O:6], predict the reactants needed to synthesize it.